From a dataset of Reaction yield outcomes from USPTO patents with 853,638 reactions. Predict the reaction yield, written as a fraction of the theoretical maximum amount of product (1.0 means a 100% yield; for example, 0.34 means a 34% yield). (1) The yield is 0.780. The reactants are [CH3:1][C:2]1[NH:6][CH:5]=[C:4]([CH2:7][CH2:8][C:9]([OH:11])=O)[CH:3]=1.[CH2:12]([N:14](CC)[CH2:15]C)C.ClC(OCC)=O.CNC. The product is [CH3:12][N:14]([CH3:15])[C:9](=[O:11])[CH2:8][CH2:7][C:4]1[CH:3]=[C:2]([CH3:1])[NH:6][CH:5]=1. The catalyst is C1COCC1.O. (2) The reactants are [C:1]([C:3]1[CH:10]=[CH:9][C:6]([CH:7]=O)=[CH:5][CH:4]=1)#[N:2].[O:11]=[C:12]([CH:14](P(=O)(OCC)OCC)[CH2:15][CH2:16][CH2:17][CH2:18][CH3:19])[CH3:13]. No catalyst specified. The product is [C:12](/[C:14](/[CH2:15][CH2:16][CH2:17][CH2:18][CH3:19])=[CH:7]/[C:6]1[CH:9]=[CH:10][C:3]([C:1]#[N:2])=[CH:4][CH:5]=1)(=[O:11])[CH3:13]. The yield is 0.100. (3) The reactants are [CH3:1][C:2]1[O:6][N:5]=[C:4]([C:7]2[CH:12]=[CH:11][CH:10]=[CH:9][CH:8]=2)[C:3]=1[CH2:13][O:14][C:15]1[CH:23]=[CH:22][C:18]([C:19]([OH:21])=O)=[CH:17][N:16]=1.[NH2:24][C@H:25]([CH2:29][OH:30])[CH:26]([CH3:28])[CH3:27]. No catalyst specified. The product is [OH:30][CH2:29][C@@H:25]([NH:24][C:19](=[O:21])[C:18]1[CH:22]=[CH:23][C:15]([O:14][CH2:13][C:3]2[C:4]([C:7]3[CH:8]=[CH:9][CH:10]=[CH:11][CH:12]=3)=[N:5][O:6][C:2]=2[CH3:1])=[N:16][CH:17]=1)[CH:26]([CH3:28])[CH3:27]. The yield is 0.860. (4) The reactants are [CH3:1][C@@H:2]([CH2:6][CH2:7][CH2:8][C:9]1[CH:14]=[CH:13][CH:12]=[CH:11][CH:10]=1)[C:3]([OH:5])=[O:4].[CH2:15](O)[CH3:16]. The catalyst is S(=O)(=O)(O)O. The product is [CH3:1][C@@H:2]([CH2:6][CH2:7][CH2:8][C:9]1[CH:10]=[CH:11][CH:12]=[CH:13][CH:14]=1)[C:3]([O:5][CH2:15][CH3:16])=[O:4]. The yield is 0.910. (5) The reactants are [CH:1]([C:4]1[C:5]([O:24][CH2:25][C:26]2[CH:31]=[CH:30][C:29]([O:32][CH3:33])=[CH:28][CH:27]=2)=[CH:6][C:7]([O:14][CH2:15][C:16]2[CH:21]=[CH:20][C:19]([O:22][CH3:23])=[CH:18][CH:17]=2)=[C:8]([CH:10]([OH:13])[CH:11]=[CH2:12])[CH:9]=1)([CH3:3])[CH3:2].ClC1C(=O)C(C#N)=C(C#N)C(=O)C=1Cl. The catalyst is ClCCl. The product is [CH:1]([C:4]1[C:5]([O:24][CH2:25][C:26]2[CH:27]=[CH:28][C:29]([O:32][CH3:33])=[CH:30][CH:31]=2)=[CH:6][C:7]([O:14][CH2:15][C:16]2[CH:21]=[CH:20][C:19]([O:22][CH3:23])=[CH:18][CH:17]=2)=[C:8]([C:10](=[O:13])[CH:11]=[CH2:12])[CH:9]=1)([CH3:3])[CH3:2]. The yield is 0.570. (6) The reactants are [CH3:1][O:2][C:3]1[CH:22]=[CH:21][C:6]([C:7]([CH:9]2[CH2:14][CH2:13][N:12]([CH:15]3[CH2:19][CH2:18][NH:17][C:16]3=[O:20])[CH2:11][CH2:10]2)=[O:8])=[CH:5][CH:4]=1.Cl[CH2:24][C:25]1[NH:26][C:27](=[O:35])[C:28]2[CH2:34][O:33][CH2:32][CH2:31][C:29]=2[N:30]=1.[H-].[Na+]. The catalyst is C1COCC1.CN(C=O)C.CCOCC. The product is [CH3:1][O:2][C:3]1[CH:4]=[CH:5][C:6]([C:7]([CH:9]2[CH2:14][CH2:13][N:12]([CH:15]3[CH2:19][CH2:18][N:17]([CH2:24][C:25]4[NH:26][C:27](=[O:35])[C:28]5[CH2:34][O:33][CH2:32][CH2:31][C:29]=5[N:30]=4)[C:16]3=[O:20])[CH2:11][CH2:10]2)=[O:8])=[CH:21][CH:22]=1. The yield is 0.953. (7) The product is [C:13]([C:10]1[CH:11]=[CH:12][C:7]([NH:6][C:1](=[O:5])[C:2]2([CH3:4])[O:26][CH2:3]2)=[CH:8][C:9]=1[C:15]([F:16])([F:17])[F:18])#[N:14]. The reactants are [C:1]([NH:6][C:7]1[CH:12]=[CH:11][C:10]([C:13]#[N:14])=[C:9]([C:15]([F:18])([F:17])[F:16])[CH:8]=1)(=[O:5])[C:2]([CH3:4])=[CH2:3].C1C=C(C(O)=[O:26])C(C(OO)=O)=CC=1.[OH-].[K+]. The yield is 0.773. The catalyst is C(OCC)(=O)C.